From a dataset of Reaction yield outcomes from USPTO patents with 853,638 reactions. Predict the reaction yield, written as a fraction of the theoretical maximum amount of product (1.0 means a 100% yield; for example, 0.34 means a 34% yield). (1) The reactants are [Br:1][C:2]1[CH:3]=[N:4][CH:5]=[CH:6][C:7]=1[OH:8].[H-].[Na+].[CH2:11](Br)[C:12]1[CH:17]=[CH:16][CH:15]=[CH:14][CH:13]=1. The catalyst is CN(C)C=O. The product is [CH2:11]([O:8][C:7]1[CH:6]=[CH:5][N:4]=[CH:3][C:2]=1[Br:1])[C:12]1[CH:17]=[CH:16][CH:15]=[CH:14][CH:13]=1. The yield is 0.690. (2) The reactants are [CH3:1][O:2][C:3]1[CH:11]=[CH:10][C:6]([C:7]([OH:9])=O)=[CH:5][C:4]=1[CH3:12].[C@@H:13]1([NH2:22])[C:21]2[C:16](=[CH:17][CH:18]=[CH:19][CH:20]=2)[CH2:15][CH2:14]1. No catalyst specified. The product is [C@@H:13]1([NH:22][C:7](=[O:9])[C:6]2[CH:10]=[CH:11][C:3]([O:2][CH3:1])=[C:4]([CH3:12])[CH:5]=2)[C:21]2[C:16](=[CH:17][CH:18]=[CH:19][CH:20]=2)[CH2:15][CH2:14]1. The yield is 0.630. (3) The reactants are C(OC([NH:8][C:9]([CH3:35])([CH3:34])[C@H:10]([NH:15][C:16]([C:18]1[S:22][C:21]2[CH:23]=[C:24]([C:27]#[C:28][C@@H:29]3[CH2:31][C@H:30]3[CH2:32][OH:33])[CH:25]=[CH:26][C:20]=2[CH:19]=1)=[O:17])[C:11]([O:13][CH3:14])=[O:12])=O)(C)(C)C.Cl. The catalyst is CO.O1CCOCC1. The product is [NH2:8][C:9]([CH3:35])([CH3:34])[C@H:10]([NH:15][C:16]([C:18]1[S:22][C:21]2[CH:23]=[C:24]([C:27]#[C:28][C@@H:29]3[CH2:31][C@H:30]3[CH2:32][OH:33])[CH:25]=[CH:26][C:20]=2[CH:19]=1)=[O:17])[C:11]([O:13][CH3:14])=[O:12]. The yield is 0.670. (4) The reactants are Br[C:2]1[CH:3]=[C:4]([C:26]([F:29])([F:28])[F:27])[C:5]2[N:6]([C:8]([Cl:25])=[C:9]([C:11]([N:13]3[CH2:17][CH2:16][CH:15]([C:18]4[CH:23]=[CH:22][C:21]([F:24])=[CH:20][CH:19]=4)[CH2:14]3)=[O:12])[N:10]=2)[CH:7]=1.[O:30]1[CH:34]=[CH:33][C:32](B(O)O)=[CH:31]1. The catalyst is [O-]P([O-])([O-])=O.[K+].[K+].[K+].O1CCOCC1.CCOC(C)=O.C1C=CC([P]([Pd]([P](C2C=CC=CC=2)(C2C=CC=CC=2)C2C=CC=CC=2)([P](C2C=CC=CC=2)(C2C=CC=CC=2)C2C=CC=CC=2)[P](C2C=CC=CC=2)(C2C=CC=CC=2)C2C=CC=CC=2)(C2C=CC=CC=2)C2C=CC=CC=2)=CC=1. The product is [Cl:25][C:8]1[N:6]2[CH:7]=[C:2]([C:32]3[CH:33]=[CH:34][O:30][CH:31]=3)[CH:3]=[C:4]([C:26]([F:29])([F:28])[F:27])[C:5]2=[N:10][C:9]=1[C:11]([N:13]1[CH2:17][CH2:16][CH:15]([C:18]2[CH:23]=[CH:22][C:21]([F:24])=[CH:20][CH:19]=2)[CH2:14]1)=[O:12]. The yield is 0.910. (5) The reactants are [Cl:1][C:2]1[C:3]([F:12])=[CH:4][C:5]([OH:11])=[C:6]([C:8](=[O:10])[CH3:9])[CH:7]=1.[I:13]N1C(=O)CCC1=O.O. The catalyst is C(O)(=O)C. The product is [Cl:1][C:2]1[C:3]([F:12])=[C:4]([I:13])[C:5]([OH:11])=[C:6]([C:8](=[O:10])[CH3:9])[CH:7]=1. The yield is 0.950. (6) The reactants are [F:1][C:2]1[CH:21]=[C:20]([N+:22]([O-])=O)[CH:19]=[CH:18][C:3]=1[O:4][C:5]1[CH:10]=[CH:9][N:8]=[C:7]2[NH:11][CH:12]=[C:13]([C:14]([O:16][CH3:17])=[O:15])[C:6]=12.[CH3:25][OH:26].[CH2:27]1[CH2:31][O:30][CH2:29][CH2:28]1.[Cl-].[NH4+:33]. The catalyst is CCOC(C)=O.[Zn]. The product is [F:1][C:2]1[CH:21]=[C:20]([NH:22][C:25]([NH:33][C:31](=[O:30])[CH2:27][C:28]2[CH:18]=[CH:3][C:2]([F:1])=[CH:21][CH:29]=2)=[O:26])[CH:19]=[CH:18][C:3]=1[O:4][C:5]1[CH:10]=[CH:9][N:8]=[C:7]2[NH:11][CH:12]=[C:13]([C:14]([O:16][CH3:17])=[O:15])[C:6]=12. The yield is 1.00. (7) The reactants are [F:1][C:2]([F:36])([F:35])[C:3]1[CH:4]=[C:5]([C:13]([CH3:34])([CH3:33])[C:14]([N:16]([C:18]2[CH:19]=[N:20][C:21](Cl)=[CH:22][C:23]=2[C:24]2[CH:29]=[CH:28][C:27]([F:30])=[CH:26][C:25]=2[CH3:31])[CH3:17])=[O:15])[CH:6]=[C:7]([C:9]([F:12])([F:11])[F:10])[CH:8]=1.C(=O)([O-])[O-].[K+].[K+].Cl.FC(F)(F)C([NH:48][C@H:49]1[CH2:53][CH2:52][NH:51][CH2:50]1)=O. The catalyst is CS(C)=O.COC(C)(C)C. The product is [NH2:48][C@H:49]1[CH2:53][CH2:52][N:51]([C:21]2[N:20]=[CH:19][C:18]([N:16]([CH3:17])[C:14](=[O:15])[C:13]([C:5]3[CH:4]=[C:3]([C:2]([F:36])([F:35])[F:1])[CH:8]=[C:7]([C:9]([F:12])([F:11])[F:10])[CH:6]=3)([CH3:34])[CH3:33])=[C:23]([C:24]3[CH:29]=[CH:28][C:27]([F:30])=[CH:26][C:25]=3[CH3:31])[CH:22]=2)[CH2:50]1. The yield is 0.600.